From a dataset of Forward reaction prediction with 1.9M reactions from USPTO patents (1976-2016). Predict the product of the given reaction. Given the reactants Br[C:2]1[C:3]([O:13][CH3:14])=[C:4]([C:10](=[O:12])[CH3:11])[CH:5]=[C:6]([Cl:9])[C:7]=1[CH3:8].[F:15][C:16]1[CH:17]=[C:18](B(O)O)[CH:19]=[CH:20][C:21]=1[C:22]([O:24][CH3:25])=[O:23].O, predict the reaction product. The product is: [C:10]([C:4]1[C:3]([O:13][CH3:14])=[C:2]([C:18]2[CH:19]=[CH:20][C:21]([C:22]([O:24][CH3:25])=[O:23])=[C:16]([F:15])[CH:17]=2)[C:7]([CH3:8])=[C:6]([Cl:9])[CH:5]=1)(=[O:12])[CH3:11].